Predict the reactants needed to synthesize the given product. From a dataset of Full USPTO retrosynthesis dataset with 1.9M reactions from patents (1976-2016). (1) Given the product [C:8]([C:5]1[CH:6]=[CH:7][C:2]([O:1][S:22]([C:21]([F:34])([F:33])[F:20])(=[O:24])=[O:23])=[CH:3][C:4]=1[CH3:11])(=[O:10])[CH3:9], predict the reactants needed to synthesize it. The reactants are: [OH:1][C:2]1[CH:7]=[CH:6][C:5]([C:8](=[O:10])[CH3:9])=[C:4]([CH3:11])[CH:3]=1.N1C(C)=CC=CC=1C.[F:20][C:21]([F:34])([F:33])[S:22](O[S:22]([C:21]([F:34])([F:33])[F:20])(=[O:24])=[O:23])(=[O:24])=[O:23]. (2) The reactants are: FC1C=CC=CC=1NC1OC(C(NC2C=CC(N3CCC(C(O)=O)CC3)=NC=2)=O)=C(C(F)(F)F)N=1.[F:36][C:37]1[CH:42]=[CH:41][CH:40]=[CH:39][C:38]=1[NH:43][C:44]1[O:45][C:46]([C:53]([NH:55][C:56]2[CH:57]=[CH:58][C:59]([N:62]3[CH2:67][CH2:66][CH:65]([CH2:68][C:69]([O:71]CC)=[O:70])[CH2:64][CH2:63]3)=[N:60][CH:61]=2)=[O:54])=[C:47]([C:49]([F:52])([F:51])[F:50])[N:48]=1. Given the product [F:36][C:37]1[CH:42]=[CH:41][CH:40]=[CH:39][C:38]=1[NH:43][C:44]1[O:45][C:46]([C:53]([NH:55][C:56]2[CH:57]=[CH:58][C:59]([N:62]3[CH2:67][CH2:66][CH:65]([CH2:68][C:69]([OH:71])=[O:70])[CH2:64][CH2:63]3)=[N:60][CH:61]=2)=[O:54])=[C:47]([C:49]([F:51])([F:52])[F:50])[N:48]=1, predict the reactants needed to synthesize it. (3) Given the product [Cl:1][C:2]1[S:3][C:4]([C:8]([NH:22][C:23]2[CH:24]=[C:25]([O:26][C:27]3[CH:28]=[CH:29][C:30]4[N:31]([CH:33]=[C:34]([NH:36][C:37]([CH:39]5[CH2:40][CH2:41]5)=[O:38])[N:35]=4)[N:32]=3)[CH:42]=[CH:43][C:44]=2[CH3:45])=[O:10])=[C:5]([CH3:7])[N:6]=1, predict the reactants needed to synthesize it. The reactants are: [Cl:1][C:2]1[S:3][C:4]([C:8]([OH:10])=O)=[C:5]([CH3:7])[N:6]=1.O1CCCC1.C(Cl)(=O)C(Cl)=O.[NH2:22][C:23]1[CH:24]=[C:25]([CH:42]=[CH:43][C:44]=1[CH3:45])[O:26][C:27]1[CH:28]=[CH:29][C:30]2[N:31]([CH:33]=[C:34]([NH:36][C:37]([CH:39]3[CH2:41][CH2:40]3)=[O:38])[N:35]=2)[N:32]=1. (4) Given the product [F:1][C:2]1[CH:7]=[C:6]([F:8])[CH:5]=[CH:4][C:3]=1[C:9]1[C:18]([O:19][C:21]2[C:30]3[C:25](=[CH:26][C:27]([O:33][CH3:34])=[C:28]([O:31][CH3:32])[CH:29]=3)[N:24]=[CH:23][CH:22]=2)=[CH:17][C:16]2[C:11](=[CH:12][CH:13]=[CH:14][CH:15]=2)[N:10]=1, predict the reactants needed to synthesize it. The reactants are: [F:1][C:2]1[CH:7]=[C:6]([F:8])[CH:5]=[CH:4][C:3]=1[C:9]1[C:18]([OH:19])=[CH:17][C:16]2[C:11](=[CH:12][CH:13]=[CH:14][CH:15]=2)[N:10]=1.Cl[C:21]1[C:30]2[C:25](=[CH:26][C:27]([O:33][CH3:34])=[C:28]([O:31][CH3:32])[CH:29]=2)[N:24]=[CH:23][CH:22]=1.O. (5) Given the product [Cl:1][C:2]1[N:7]=[CH:6][N:5]=[C:4]([NH:8][C:30]2[CH:31]=[CH:32][C:25]([O:24][CH:21]3[CH2:22][CH2:23][O:18][CH2:19][CH2:20]3)=[C:26]([CH:29]=2)[C:27]#[N:28])[N:3]=1, predict the reactants needed to synthesize it. The reactants are: [Cl:1][C:2]1[N:7]=[CH:6][N:5]=[C:4]([NH:8]C2C=CC(C(N)=O)=CC=2)[N:3]=1.[O:18]1[CH2:23][CH2:22][CH:21]([O:24][C:25]2[CH:32]=[CH:31][C:30](B3OC(C)(C)C(C)(C)O3)=[CH:29][C:26]=2[C:27]#[N:28])[CH2:20][CH2:19]1.C(=O)([O-])[O-].[Na+].[Na+]. (6) Given the product [OH:67][C:64]1[CH:65]=[CH:66][C:61]([CH2:60][CH2:59][C:41]2[C:42]([C:44]3[CH:49]=[CH:48][C:47]([O:50][CH2:51][CH2:52][N:53]4[CH2:58][CH2:57][CH2:56][CH2:55][CH2:54]4)=[CH:46][CH:45]=3)=[CH:43][C:38]([OH:37])=[CH:39][CH:40]=2)=[CH:62][CH:63]=1, predict the reactants needed to synthesize it. The reactants are: COC1C=CC(CCC2C=CC(OC)=CC=2)=C(C2C=CC(O)=CC=2)C=1.Cl.ClCCN1CCCCC1.C[O:37][C:38]1[CH:39]=[CH:40][C:41]([CH2:59][CH2:60][C:61]2[CH:66]=[CH:65][C:64]([O:67]C)=[CH:63][CH:62]=2)=[C:42]([C:44]2[CH:49]=[CH:48][C:47]([O:50][CH2:51][CH2:52][N:53]3[CH2:58][CH2:57][CH2:56][CH2:55][CH2:54]3)=[CH:46][CH:45]=2)[CH:43]=1. (7) Given the product [Cl:29][C:27]1[CH:28]=[C:20]([NH:19][C:18]2[C:15]([C:16]#[N:17])=[CH:14][N:13]=[CH:12][C:11]=2[C:8]2[CH:9]=[CH:10][C:5]([O:4][CH2:3][CH2:2][N:32]([CH3:33])[CH3:31])=[CH:6][CH:7]=2)[C:21]([CH3:30])=[C:22]2[C:26]=1[NH:25][CH:24]=[CH:23]2, predict the reactants needed to synthesize it. The reactants are: Cl[CH2:2][CH2:3][O:4][C:5]1[CH:10]=[CH:9][C:8]([C:11]2[CH:12]=[N:13][CH:14]=[C:15]([C:18]=2[NH:19][C:20]2[C:21]([CH3:30])=[C:22]3[C:26](=[C:27]([Cl:29])[CH:28]=2)[NH:25][CH:24]=[CH:23]3)[C:16]#[N:17])=[CH:7][CH:6]=1.[CH3:31][NH:32][CH3:33].